Dataset: Catalyst prediction with 721,799 reactions and 888 catalyst types from USPTO. Task: Predict which catalyst facilitates the given reaction. (1) Reactant: [CH3:1][O:2][C:3]1[CH:4]=[C:5]2[C:10](=[CH:11][CH:12]=1)[N:9]([C:13]1[C:14]([C:27]3[CH:32]=[CH:31][CH:30]=[CH:29][CH:28]=3)=[N:15][C:16]3[C:21]([N:22]=1)=[CH:20][C:19]([C:23]([O:25]C)=[O:24])=[CH:18][CH:17]=3)[CH2:8][CH2:7][CH2:6]2.[OH-].[Na+]. Product: [CH3:1][O:2][C:3]1[CH:4]=[C:5]2[C:10](=[CH:11][CH:12]=1)[N:9]([C:13]1[C:14]([C:27]3[CH:32]=[CH:31][CH:30]=[CH:29][CH:28]=3)=[N:15][C:16]3[C:21]([N:22]=1)=[CH:20][C:19]([C:23]([OH:25])=[O:24])=[CH:18][CH:17]=3)[CH2:8][CH2:7][CH2:6]2. The catalyst class is: 24. (2) The catalyst class is: 32. Product: [OH:3][NH:2][C:15]([CH:9]1[CH2:14][CH2:13][CH2:12][CH2:11][CH2:10]1)=[NH:16]. Reactant: Cl.[NH2:2][OH:3].C(=O)(O)[O-].[Na+].[CH:9]1([C:15]#[N:16])[CH2:14][CH2:13][CH2:12][CH2:11][CH2:10]1.C1(C)C=CC=CC=1. (3) Reactant: [C:1]([C:4]1[C:37](=[O:38])[C@@:8]2([CH3:39])[C:9]3[C:15]([OH:16])=[CH:14][C:13]([O:17][CH3:18])=[C:12]([C:19]([NH:21][CH2:22][C:23]4[C:28]([CH3:29])=[CH:27][C:26]([O:30][CH2:31][C:32]#[C:33][CH3:34])=[C:25]([CH3:35])[C:24]=4[CH3:36])=[O:20])[C:10]=3[O:11][C:7]2=[CH:6][C:5]=1[OH:40])(=O)[CH3:2].Cl.[CH2:42]([O:45][NH2:46])[CH:43]=[CH2:44].C(=O)(O)[O-].[Na+]. Product: [CH2:42]([O:45]/[N:46]=[C:1](/[C:4]1[C:37](=[O:38])[C@@:8]2([CH3:39])[C:9]3[C:15]([OH:16])=[CH:14][C:13]([O:17][CH3:18])=[C:12]([C:19]([NH:21][CH2:22][C:23]4[C:28]([CH3:29])=[CH:27][C:26]([O:30][CH2:31][C:32]#[C:33][CH3:34])=[C:25]([CH3:35])[C:24]=4[CH3:36])=[O:20])[C:10]=3[O:11][C:7]2=[CH:6][C:5]=1[OH:40])\[CH3:2])[CH:43]=[CH2:44]. The catalyst class is: 83. (4) Reactant: Cl[C:2]1[C:3]2[CH:10]=[CH:9][NH:8][C:4]=2[N:5]=[CH:6][N:7]=1.[F:11][C:12]([F:28])([C:21]1[CH:26]=[CH:25][C:24]([F:27])=[CH:23][CH:22]=1)[CH2:13][N:14]1[CH2:19][CH2:18][CH:17]([NH2:20])[CH2:16][CH2:15]1.CCN(C(C)C)C(C)C. Product: [F:28][C:12]([F:11])([C:21]1[CH:26]=[CH:25][C:24]([F:27])=[CH:23][CH:22]=1)[CH2:13][N:14]1[CH2:19][CH2:18][CH:17]([NH:20][C:2]2[C:3]3[CH:10]=[CH:9][NH:8][C:4]=3[N:5]=[CH:6][N:7]=2)[CH2:16][CH2:15]1. The catalyst class is: 114. (5) Reactant: [OH:1][C:2]1[CH:3]=[C:4]([CH:9]=[C:10]([O:12][C@H:13]2[CH2:17][CH2:16][N:15]([CH3:18])[C:14]2=[O:19])[CH:11]=1)[C:5]([O:7][CH3:8])=[O:6].[N:20]1([C:24]([C:26]2[CH:31]=[CH:30][C:29](Br)=[CH:28][N:27]=2)=[O:25])[CH2:23][CH2:22][CH2:21]1.C(=O)([O-])[O-].[Cs+].[Cs+]. Product: [N:20]1([C:24]([C:26]2[N:27]=[CH:28][C:29]([O:1][C:2]3[CH:3]=[C:4]([CH:9]=[C:10]([O:12][C@H:13]4[CH2:17][CH2:16][N:15]([CH3:18])[C:14]4=[O:19])[CH:11]=3)[C:5]([O:7][CH3:8])=[O:6])=[CH:30][CH:31]=2)=[O:25])[CH2:23][CH2:22][CH2:21]1. The catalyst class is: 44. (6) Reactant: [Br:1][C:2]1[CH:3]=[CH:4][C:5]([F:21])=[C:6]([C@:8]2([CH2:19][F:20])[CH2:13][C@@H:12]([C:14]([F:17])([F:16])[F:15])[O:11][C:10]([NH2:18])=[N:9]2)[CH:7]=1.CCN(CC)CC.[CH3:29][O:30][C:31]1[CH:36]=[CH:35][C:34]([C:37](Cl)([C:44]2[CH:49]=[CH:48][C:47]([O:50][CH3:51])=[CH:46][CH:45]=2)[C:38]2[CH:43]=[CH:42][CH:41]=[CH:40][CH:39]=2)=[CH:33][CH:32]=1. Product: [CH3:51][O:50][C:47]1[CH:46]=[CH:45][C:44]([C:37]([C:34]2[CH:33]=[CH:32][C:31]([O:30][CH3:29])=[CH:36][CH:35]=2)([C:38]2[CH:43]=[CH:42][CH:41]=[CH:40][CH:39]=2)[NH:18][C:10]2[O:11][C@H:12]([C:14]([F:16])([F:17])[F:15])[CH2:13][C@:8]([C:6]3[CH:7]=[C:2]([Br:1])[CH:3]=[CH:4][C:5]=3[F:21])([CH2:19][F:20])[N:9]=2)=[CH:49][CH:48]=1. The catalyst class is: 4. (7) Reactant: Cl[C:2]1[C:7](Cl)=[N:6][CH:5]=[CH:4][N:3]=1.[NH2:9][C:10]1[CH:15]=[CH:14][CH:13]=[CH:12][CH:11]=1.[OH-].[Na+]. Product: [C:10]1([NH:9][C:2]2[C:7]([NH:9][C:10]3[CH:15]=[CH:14][CH:13]=[CH:12][CH:11]=3)=[N:6][CH:5]=[CH:4][N:3]=2)[CH:15]=[CH:14][CH:13]=[CH:12][CH:11]=1. The catalyst class is: 6. (8) Reactant: [F:1][C:2]1[CH:3]=[CH:4][C:5]([C:20](=[O:29])[CH2:21][CH2:22][C:23]2[CH:28]=[CH:27][CH:26]=[CH:25][CH:24]=2)=[C:6]([N:8]([C:15](=[O:19])[C:16](Cl)=[O:17])[C:9]2[CH:14]=[CH:13][CH:12]=[CH:11][CH:10]=2)[CH:7]=1.[CH3:30][O:31][CH2:32][CH2:33][OH:34].CCN(CC)CC. The catalyst class is: 1. Product: [CH3:30][O:31][CH2:32][CH2:33][O:34][C:16](=[O:17])[C:15]([N:8]([C:6]1[CH:7]=[C:2]([F:1])[CH:3]=[CH:4][C:5]=1[C:20](=[O:29])[CH2:21][CH2:22][C:23]1[CH:24]=[CH:25][CH:26]=[CH:27][CH:28]=1)[C:9]1[CH:14]=[CH:13][CH:12]=[CH:11][CH:10]=1)=[O:19]. (9) Product: [F:28][C:29]([F:42])([F:43])[C:30]1[CH:31]=[C:32]([CH:35]=[C:36]([C:38]([F:41])([F:39])[F:40])[CH:37]=1)[CH2:33][N:13]([C:14]1[S:18][N:17]=[C:16]([CH3:19])[CH:15]=1)[CH:12]1[CH2:11][CH2:10][CH2:9][N:8]([C:20]([O:22][CH:23]([CH3:24])[CH3:25])=[O:21])[C:7]2[CH:26]=[CH:27][C:4]([Br:3])=[CH:5][C:6]1=2. The catalyst class is: 54. Reactant: [H-].[Na+].[Br:3][C:4]1[CH:27]=[CH:26][C:7]2[N:8]([C:20]([O:22][CH:23]([CH3:25])[CH3:24])=[O:21])[CH2:9][CH2:10][CH2:11][CH:12]([NH:13][C:14]3[S:18][N:17]=[C:16]([CH3:19])[CH:15]=3)[C:6]=2[CH:5]=1.[F:28][C:29]([F:43])([F:42])[C:30]1[CH:31]=[C:32]([CH:35]=[C:36]([C:38]([F:41])([F:40])[F:39])[CH:37]=1)[CH2:33]Br. (10) Reactant: [Br:1][C:2]1[CH:3]=[CH:4][C:5]([NH:12][C:13](=[O:22])[CH2:14][O:15][C:16]2[CH:21]=[CH:20][CH:19]=[CH:18][CH:17]=2)=[C:6]([CH:11]=1)[C:7](OC)=[O:8].C[Si]([N-][Si](C)(C)C)(C)C.[K+].O. Product: [Br:1][C:2]1[CH:11]=[C:6]2[C:5](=[CH:4][CH:3]=1)[NH:12][C:13](=[O:22])[C:14]([O:15][C:16]1[CH:21]=[CH:20][CH:19]=[CH:18][CH:17]=1)=[C:7]2[OH:8]. The catalyst class is: 7.